The task is: Predict the reactants needed to synthesize the given product.. This data is from Full USPTO retrosynthesis dataset with 1.9M reactions from patents (1976-2016). (1) Given the product [S:1]1[CH:5]=[CH:4][C:3]2[C:6]3[CH:15]=[CH:14][CH:13]=[CH:12][C:7]=3[C:8](=[O:10])[C:2]1=2, predict the reactants needed to synthesize it. The reactants are: [S:1]1[CH:5]=[CH:4][C:3]([C:6]2[CH:15]=[CH:14][CH:13]=[CH:12][C:7]=2[C:8]([O:10]C)=O)=[CH:2]1.CN(C=O)C.C(Cl)(=O)C(Cl)=O.[Al+3].[Cl-].[Cl-].[Cl-]. (2) Given the product [NH2:17][O:1][CH2:2][CH:3]1[O:8][CH2:7][CH2:6][N:5]([C:9]([O:11][C:12]([CH3:15])([CH3:14])[CH3:13])=[O:10])[CH2:4]1, predict the reactants needed to synthesize it. The reactants are: [OH:1][CH2:2][CH:3]1[O:8][CH2:7][CH2:6][N:5]([C:9]([O:11][C:12]([CH3:15])([CH3:14])[CH3:13])=[O:10])[CH2:4]1.O[N:17]1C(=O)C2C(=CC=CC=2)C1=O.C1(P(C2C=CC=CC=2)C2C=CC=CC=2)C=CC=CC=1.N(C(OC(C)C)=O)=NC(OC(C)C)=O.O.NN. (3) Given the product [CH3:17][N:15]1[CH:16]=[C:12]([C:8]2[CH:7]=[N:6][C:5]3[C:10](=[CH:11][C:2]([B:18]4[O:22][C:21]([CH3:24])([CH3:23])[C:20]([CH3:26])([CH3:25])[O:19]4)=[CH:3][CH:4]=3)[N:9]=2)[CH:13]=[N:14]1, predict the reactants needed to synthesize it. The reactants are: Br[C:2]1[CH:11]=[C:10]2[C:5]([N:6]=[CH:7][C:8]([C:12]3[CH:13]=[N:14][N:15]([CH3:17])[CH:16]=3)=[N:9]2)=[CH:4][CH:3]=1.[B:18]1([B:18]2[O:22][C:21]([CH3:24])([CH3:23])[C:20]([CH3:26])([CH3:25])[O:19]2)[O:22][C:21]([CH3:24])([CH3:23])[C:20]([CH3:26])([CH3:25])[O:19]1.C([O-])(=O)C.[K+]. (4) Given the product [O:1]=[C:2]1[CH2:7][N:6]([C:32](=[O:33])[CH2:31][C:28]2[CH:27]=[CH:26][C:25]([N:20]3[CH:24]=[N:23][N:22]=[N:21]3)=[CH:30][CH:29]=2)[CH2:5][CH2:4][N:3]1[CH:8]1[CH2:17][CH2:16][C:15]2[CH:14]=[C:13]([C:18]#[N:19])[CH:12]=[CH:11][C:10]=2[CH2:9]1, predict the reactants needed to synthesize it. The reactants are: [O:1]=[C:2]1[CH2:7][NH:6][CH2:5][CH2:4][N:3]1[CH:8]1[CH2:17][CH2:16][C:15]2[CH:14]=[C:13]([C:18]#[N:19])[CH:12]=[CH:11][C:10]=2[CH2:9]1.[N:20]1([C:25]2[CH:30]=[CH:29][C:28]([CH2:31][C:32](O)=[O:33])=[CH:27][CH:26]=2)[CH:24]=[N:23][N:22]=[N:21]1.C(Cl)CCl. (5) Given the product [CH2:1]1[O:10][C:9]2[CH:8]=[CH:7][C:5]([NH:6][C:12]([N:29]3[CH2:30][C:31]4[C:36](=[CH:35][CH:34]=[CH:33][CH:32]=4)[CH2:28]3)=[O:13])=[CH:4][C:3]=2[O:2]1, predict the reactants needed to synthesize it. The reactants are: [CH2:1]1[O:10][C:9]2[CH:8]=[CH:7][C:5]([NH2:6])=[CH:4][C:3]=2[O:2]1.Cl[C:12](OC1C=CC=CC=1)=[O:13].C(N(CC)CC)C.[CH2:28]1[C:36]2[C:31](=[CH:32][CH:33]=[CH:34][CH:35]=2)[CH2:30][NH:29]1. (6) Given the product [C@@H:1]1([CH2:7][C:8]2[S:13][C:12]([NH2:14])=[N:11][N:9]=2)[CH2:3][C@H:2]1[CH2:4][C:5]1[S:13][C:12]([NH2:14])=[N:11][N:6]=1, predict the reactants needed to synthesize it. The reactants are: [C@@H:1]1([CH2:7][C:8]#[N:9])[CH2:3][C@H:2]1[CH2:4][C:5]#[N:6].N[NH:11][C:12]([NH2:14])=[S:13]. (7) Given the product [C:34]([C:38]1[CH:43]=[C:42]([N:1]2[CH:8]=[CH:7][C:5](=[O:6])[NH:4][C:2]2=[O:3])[CH:41]=[C:40]([I:45])[C:39]=1[O:46][CH3:47])([CH3:37])([CH3:35])[CH3:36], predict the reactants needed to synthesize it. The reactants are: [NH:1]1[CH:8]=[CH:7][C:5](=[O:6])[NH:4][C:2]1=[O:3].[O-]P([O-])([O-])=O.[K+].[K+].[K+].C(C1C=CC=CC=1NC(=O)C1C=CC=CN=1)#N.[C:34]([C:38]1[CH:43]=[C:42](I)[CH:41]=[C:40]([I:45])[C:39]=1[O:46][CH3:47])([CH3:37])([CH3:36])[CH3:35]. (8) Given the product [F:18][C:17]1[CH:16]=[CH:15][C:14]([O:19][C:2]2[CH:7]=[CH:6][C:5]([N+:8]([O-:10])=[O:9])=[CH:4][N:3]=2)=[CH:13][C:12]=1[NH2:11], predict the reactants needed to synthesize it. The reactants are: Cl[C:2]1[CH:7]=[CH:6][C:5]([N+:8]([O-:10])=[O:9])=[CH:4][N:3]=1.[NH2:11][C:12]1[CH:13]=[C:14]([OH:19])[CH:15]=[CH:16][C:17]=1[F:18].C(=O)([O-])[O-].[K+].[K+].CN(C)C=O. (9) Given the product [CH3:3][C:2]([C:4]1[CH:9]=[CH:8][CH:7]=[CH:6][CH:5]=1)=[CH2:1].[CH2:10]1[C:18]2[C:13](=[CH:14][CH:15]=[CH:16][CH:17]=2)[CH:12]=[CH:11]1, predict the reactants needed to synthesize it. The reactants are: [CH3:1][C:2]([C:4]1[CH:9]=[CH:8][CH:7]=[CH:6][CH:5]=1)=[CH2:3].[CH2:10]1[C:18]2[C:13](=[CH:14][CH:15]=[CH:16][CH:17]=2)[CH:12]=[CH:11]1.C(=O)=O.[OH-].[Na+].